Dataset: Retrosynthesis with 50K atom-mapped reactions and 10 reaction types from USPTO. Task: Predict the reactants needed to synthesize the given product. (1) Given the product CC(=O)N(CCCSc1ccncc1)Cc1ccccn1, predict the reactants needed to synthesize it. The reactants are: CC(=O)Cl.c1ccc(CNCCCSc2ccncc2)nc1. (2) Given the product Cn1cc2c(CO)ccc(F)c2n1, predict the reactants needed to synthesize it. The reactants are: COC(=O)c1ccc(F)c2nn(C)cc12. (3) Given the product NC(=O)c1nc2ccc(Br)cn2c1N, predict the reactants needed to synthesize it. The reactants are: NC(=O)c1nc2ccc(Br)cn2c1[N+](=O)[O-].